From a dataset of Reaction yield outcomes from USPTO patents with 853,638 reactions. Predict the reaction yield, written as a fraction of the theoretical maximum amount of product (1.0 means a 100% yield; for example, 0.34 means a 34% yield). (1) The reactants are [C:1]([C:9]1[CH:17]=[CH:16][C:12]([C:13](O)=[O:14])=[CH:11][CH:10]=1)(=[O:8])[C:2]1[CH:7]=[CH:6][CH:5]=[CH:4][CH:3]=1.S(Cl)([Cl:20])=O.C1(C)C=CC=CC=1. The catalyst is CN(C)C=O. The product is [C:1]([C:9]1[CH:17]=[CH:16][C:12]([C:13]([Cl:20])=[O:14])=[CH:11][CH:10]=1)(=[O:8])[C:2]1[CH:7]=[CH:6][CH:5]=[CH:4][CH:3]=1. The yield is 0.910. (2) The reactants are [F:1][C:2]1[CH:9]=[C:8]([C:10]2[CH:15]=[CH:14][N:13]=[C:12]3[NH:16][C:17]([C:19]4[CH:20]=[N:21][N:22]([CH3:24])[CH:23]=4)=[N:18][C:11]=23)[CH:7]=[CH:6][C:3]=1[CH2:4][NH2:5].[F:25][C:26]([F:38])([F:37])[O:27][C:28]1[CH:36]=[CH:35][C:31]([C:32](Cl)=[O:33])=[CH:30][CH:29]=1. No catalyst specified. The product is [F:1][C:2]1[CH:9]=[C:8]([C:10]2[CH:15]=[CH:14][N:13]=[C:12]3[NH:16][C:17]([C:19]4[CH:20]=[N:21][N:22]([CH3:24])[CH:23]=4)=[N:18][C:11]=23)[CH:7]=[CH:6][C:3]=1[CH2:4][NH:5][C:32](=[O:33])[C:31]1[CH:35]=[CH:36][C:28]([O:27][C:26]([F:25])([F:37])[F:38])=[CH:29][CH:30]=1. The yield is 0.811. (3) The reactants are [C:1]1([N:7]2[C:12](=[O:13])[N:11]([CH2:14]CCC)[C:10](=[O:18])[C:9]([C:19]([OH:21])=O)=[N:8]2)[CH:6]=[CH:5][CH:4]=[CH:3][CH:2]=1.S(Cl)([Cl:24])=O. No catalyst specified. The product is [C:1]1([N:7]2[C:12](=[O:13])[N:11]([CH3:14])[C:10](=[O:18])[C:9]([C:19]([Cl:24])=[O:21])=[N:8]2)[CH:6]=[CH:5][CH:4]=[CH:3][CH:2]=1. The yield is 0.880. (4) The reactants are [Cl:1][C:2]1[C:7](Cl)=[CH:6][C:5]([NH2:9])=[C:4]([N+:10]([O-:12])=[O:11])[CH:3]=1.[CH3:13][O-:14].[Na+].O. The catalyst is CO. The product is [Cl:1][C:2]1[C:7]([O:14][CH3:13])=[CH:6][C:5]([NH2:9])=[C:4]([N+:10]([O-:12])=[O:11])[CH:3]=1. The yield is 0.560. (5) The reactants are [C:1]([O:5][C:6](=[O:20])[CH2:7][CH2:8][S:9][CH2:10][C:11]1[CH:12]=[C:13]([CH:17]=[CH:18][CH:19]=1)[C:14]([OH:16])=O)([CH3:4])([CH3:3])[CH3:2].CCN=C=NCCCN(C)C.Cl.[NH2:33][C:34]1[CH:55]=[CH:54][C:53]([N:56]2[CH2:61][CH2:60][CH2:59][CH2:58][CH2:57]2)=[CH:52][C:35]=1[C:36]([NH:38][C:39]1[CH:43]=[CH:42][N:41]([C:44]2[CH:49]=[CH:48][C:47]([CH3:50])=[C:46]([CH3:51])[CH:45]=2)[N:40]=1)=[O:37]. The catalyst is ClCCl.CN(C)C1C=CN=CC=1. The product is [CH3:51][C:46]1[CH:45]=[C:44]([N:41]2[CH:42]=[CH:43][C:39]([NH:38][C:36]([C:35]3[CH:52]=[C:53]([N:56]4[CH2:61][CH2:60][CH2:59][CH2:58][CH2:57]4)[CH:54]=[CH:55][C:34]=3[NH:33][C:14]([C:13]3[CH:12]=[C:11]([CH:19]=[CH:18][CH:17]=3)[CH2:10][S:9][CH2:8][CH2:7][C:6]([O:5][C:1]([CH3:2])([CH3:3])[CH3:4])=[O:20])=[O:16])=[O:37])=[N:40]2)[CH:49]=[CH:48][C:47]=1[CH3:50]. The yield is 0.440. (6) The reactants are [C:1]([C:5]1[CH:44]=[CH:43][C:8]([C:9]([NH:11][C@@H:12]([CH2:16][C:17]2[CH:22]=[CH:21][C:20]([C:23]3[N:28]=[CH:27][C:26]([C:29]4[CH:34]=[CH:33][C:32]([O:35][CH2:36][CH2:37][CH2:38][CH2:39][CH2:40][CH2:41][CH3:42])=[CH:31][CH:30]=4)=[CH:25][N:24]=3)=[CH:19][CH:18]=2)[C:13](O)=[O:14])=[O:10])=[CH:7][CH:6]=1)([CH3:4])([CH3:3])[CH3:2].[NH4+].[Cl-].CC[N:49](C(C)C)C(C)C.CN(C(ON1N=NC2C=CC=NC1=2)=[N+](C)C)C.F[P-](F)(F)(F)(F)F. The catalyst is CN(C=O)C.CC(=O)OCC. The product is [NH2:49][C:13](=[O:14])[C@@H:12]([NH:11][C:9](=[O:10])[C:8]1[CH:43]=[CH:44][C:5]([C:1]([CH3:2])([CH3:3])[CH3:4])=[CH:6][CH:7]=1)[CH2:16][C:17]1[CH:18]=[CH:19][C:20]([C:23]2[N:24]=[CH:25][C:26]([C:29]3[CH:30]=[CH:31][C:32]([O:35][CH2:36][CH2:37][CH2:38][CH2:39][CH2:40][CH2:41][CH3:42])=[CH:33][CH:34]=3)=[CH:27][N:28]=2)=[CH:21][CH:22]=1. The yield is 0.770. (7) The reactants are C([O:8][C:9]1[CH:10]=[C:11]([C:17]2([C:20]([NH:22][C:23]3[CH:28]=[CH:27][CH:26]=[C:25]([C:29]4[CH:34]=[CH:33][C:32]([S:35]([N:38]5[CH2:42][CH2:41][CH2:40][C@@H:39]5[CH2:43][OH:44])(=[O:37])=[O:36])=[CH:31][CH:30]=4)[N:24]=3)=[O:21])[CH2:19][CH2:18]2)[CH:12]=[CH:13][C:14]=1[O:15][CH3:16])C1C=CC=CC=1.[H][H]. The catalyst is C(O)C.[Pd]. The product is [OH:8][C:9]1[CH:10]=[C:11]([C:17]2([C:20]([NH:22][C:23]3[CH:28]=[CH:27][CH:26]=[C:25]([C:29]4[CH:34]=[CH:33][C:32]([S:35]([N:38]5[CH2:42][CH2:41][CH2:40][C@@H:39]5[CH2:43][OH:44])(=[O:37])=[O:36])=[CH:31][CH:30]=4)[N:24]=3)=[O:21])[CH2:18][CH2:19]2)[CH:12]=[CH:13][C:14]=1[O:15][CH3:16]. The yield is 0.340. (8) No catalyst specified. The yield is 0.130. The reactants are [CH:1]([N:4]1[C:12]2[CH:11]=[C:10]([NH:13][C:14]3[CH:19]=[CH:18][N:17]=[C:16]([C:20]4[CH:21]=[N:22][C:23]([O:26]C)=[CH:24][CH:25]=4)[N:15]=3)[N:9]=[CH:8][C:7]=2[N:6]=[CH:5]1)([CH3:3])[CH3:2].[Si](I)(C)(C)C. The product is [CH:1]([N:4]1[C:12]2[CH:11]=[C:10]([NH:13][C:14]3[CH:19]=[CH:18][N:17]=[C:16]([C:20]4[CH:25]=[CH:24][C:23]([OH:26])=[N:22][CH:21]=4)[N:15]=3)[N:9]=[CH:8][C:7]=2[N:6]=[CH:5]1)([CH3:3])[CH3:2]. (9) The reactants are [CH3:1][CH:2]1[C:7](=O)[CH2:6][CH2:5][N:4]([C:9]([O:11][C:12]([CH3:15])([CH3:14])[CH3:13])=[O:10])[CH2:3]1.[CH2:16]([CH2:18][NH2:19])[OH:17].CC(O)=O.C([BH3-])#N.[Na+]. The catalyst is CO.ClCCl. The product is [OH:17][CH2:16][CH2:18][NH:19][CH:7]1[CH2:6][CH2:5][N:4]([C:9]([O:11][C:12]([CH3:15])([CH3:14])[CH3:13])=[O:10])[CH2:3][CH:2]1[CH3:1]. The yield is 0.960.